From a dataset of Reaction yield outcomes from USPTO patents with 853,638 reactions. Predict the reaction yield, written as a fraction of the theoretical maximum amount of product (1.0 means a 100% yield; for example, 0.34 means a 34% yield). (1) The reactants are Cl[C:2]1[N:7]=[C:6]([CH3:8])[C:5]([CH:9]([CH2:14][CH2:15][CH3:16])[C:10]([O:12][CH3:13])=[O:11])=[C:4]([C:17]2[CH:22]=[CH:21][C:20]([CH3:23])=[CH:19][CH:18]=2)[N:3]=1.[CH2:24]([N:26]1[CH2:32][CH2:31][CH2:30][NH:29][CH2:28][CH2:27]1)[CH3:25].C(N(CC)CC)C. The catalyst is O1CCCC1.C(=O)([O-])O.[Na+]. The product is [CH2:24]([N:26]1[CH2:32][CH2:31][CH2:30][N:29]([C:2]2[N:7]=[C:6]([CH3:8])[C:5]([CH:9]([CH2:14][CH2:15][CH3:16])[C:10]([O:12][CH3:13])=[O:11])=[C:4]([C:17]3[CH:22]=[CH:21][C:20]([CH3:23])=[CH:19][CH:18]=3)[N:3]=2)[CH2:28][CH2:27]1)[CH3:25]. The yield is 0.210. (2) The reactants are [C:1]1([C:18]2[CH:23]=[CH:22][CH:21]=[CH:20][CH:19]=2)[CH:6]=[CH:5][C:4]([C:7]([CH2:9][CH2:10][CH2:11][CH2:12][CH2:13][CH2:14][C:15]([OH:17])=O)=[O:8])=[CH:3][CH:2]=1.C(N(CC)CC)C.F[P-](F)(F)(F)(F)F.[N:38]1(O[P+](N(C)C)(N(C)C)N(C)C)[C:42]2[CH:43]=[CH:44][CH:45]=[CH:46][C:41]=2N=N1.NC1C=CC=CC=1. The catalyst is ClCCl. The product is [C:42]1([NH:38][C:15](=[O:17])[CH2:14][CH2:13][CH2:12][CH2:11][CH2:10][CH2:9][C:7]([C:4]2[CH:5]=[CH:6][C:1]([C:18]3[CH:19]=[CH:20][CH:21]=[CH:22][CH:23]=3)=[CH:2][CH:3]=2)=[O:8])[CH:43]=[CH:44][CH:45]=[CH:46][CH:41]=1. The yield is 0.200. (3) The reactants are [Cl-].[CH3:2][O:3][C:4]([NH:6][C@@H:7]([CH:40]([CH3:42])[CH3:41])[C:8]([N:10]1[CH2:14][CH2:13][CH2:12][C@H:11]1[C:15]1[NH:19][C:18]2[CH:20]=[CH:21][C:22]([C:24]3[CH:29]=[CH:28][C:27]([C:30]4[NH+:31]=[C:32]([C@@H:35]5[CH2:39][CH2:38][CH2:37][NH2+:36]5)[NH:33][CH:34]=4)=[CH:26][CH:25]=3)=[CH:23][C:17]=2[N:16]=1)=[O:9])=[O:5].[Cl-].[CH3:44][O:45][C:46]([NH:48][C@@H:49]([CH:53]([CH3:55])[CH3:54])[C:50](O)=[O:51])=[O:47].CN(C(ON1N=NC2C=CC=NC1=2)=[N+](C)C)C.F[P-](F)(F)(F)(F)F.CCN(C(C)C)C(C)C. The catalyst is CN(C=O)C.O. The product is [CH3:2][O:3][C:4]([NH:6][C@@H:7]([CH:40]([CH3:42])[CH3:41])[C:8]([N:10]1[CH2:14][CH2:13][CH2:12][C@H:11]1[C:15]1[NH:19][C:18]2[CH:20]=[CH:21][C:22]([C:24]3[CH:25]=[CH:26][C:27]([C:30]4[N:31]=[C:32]([C@@H:35]5[CH2:39][CH2:38][CH2:37][N:36]5[C:50]([C@@H:49]([NH:48][C:46](=[O:47])[O:45][CH3:44])[CH:53]([CH3:55])[CH3:54])=[O:51])[NH:33][CH:34]=4)=[CH:28][CH:29]=3)=[CH:23][C:17]=2[N:16]=1)=[O:9])=[O:5]. The yield is 0.374. (4) The yield is 0.290. The product is [Cl:46][C:47]1[C:55]([C:56]([F:57])([F:58])[F:59])=[CH:54][CH:53]=[CH:52][C:48]=1[C:12]([N:9]1[CH2:10][CH2:11][C:5]2[C:4]([C:19]3[N:23]([CH:24]4[CH2:29][CH2:28][CH2:27][CH2:26][O:25]4)[N:22]=[CH:21][CH:20]=3)=[N:3][C:2]([CH3:1])=[N:7][C:6]=2[CH2:8]1)=[O:14]. The reactants are [CH3:1][C:2]1[N:3]=[C:4]([C:19]2[N:23]([CH:24]3[CH2:29][CH2:28][CH2:27][CH2:26][O:25]3)[N:22]=[CH:21][CH:20]=2)[C:5]2[CH2:11][CH2:10][N:9]([C:12]([O:14]C(C)(C)C)=O)[CH2:8][C:6]=2[N:7]=1.C(O)(C(F)(F)F)=O.CCN(C(C)C)C(C)C.[Cl:46][C:47]1[C:55]([C:56]([F:59])([F:58])[F:57])=[CH:54][CH:53]=[CH:52][C:48]=1C(O)=O.CN(C(ON1N=NC2C=CC=NC1=2)=[N+](C)C)C.F[P-](F)(F)(F)(F)F. The catalyst is C(Cl)Cl. (5) The reactants are Br[C:2]1[CH:3]=[CH:4][C:5]([NH:8][CH2:9][C:10]2[CH:15]=[CH:14][C:13]([C:16]([F:19])([F:18])[F:17])=[CH:12][CH:11]=2)=[N:6][CH:7]=1.C([Li])(C)(C)C.CN(C)[CH:27]=[O:28]. The catalyst is O1CCCC1. The yield is 0.560. The product is [F:17][C:16]([F:19])([F:18])[C:13]1[CH:14]=[CH:15][C:10]([CH2:9][NH:8][C:5]2[N:6]=[CH:7][C:2]([CH:27]=[O:28])=[CH:3][CH:4]=2)=[CH:11][CH:12]=1.